From a dataset of Forward reaction prediction with 1.9M reactions from USPTO patents (1976-2016). Predict the product of the given reaction. (1) Given the reactants [Si:1]([O:18][C:19]1[CH:27]=[C:26]2[C:22]([C:23]([CH:28]3[CH2:30][CH2:29]3)=[N:24][NH:25]2)=[CH:21][CH:20]=1)([C:14]([CH3:17])([CH3:16])[CH3:15])([C:8]1[CH:13]=[CH:12][CH:11]=[CH:10][CH:9]=1)[C:2]1[CH:7]=[CH:6][CH:5]=[CH:4][CH:3]=1.C(N(CC)CC)C.[CH3:38][C:39]([O:42][C:43](O[C:43]([O:42][C:39]([CH3:41])([CH3:40])[CH3:38])=[O:44])=[O:44])([CH3:41])[CH3:40], predict the reaction product. The product is: [Si:1]([O:18][C:19]1[CH:27]=[C:26]2[C:22]([C:23]([CH:28]3[CH2:30][CH2:29]3)=[N:24][N:25]2[C:43]([O:42][C:39]([CH3:41])([CH3:40])[CH3:38])=[O:44])=[CH:21][CH:20]=1)([C:14]([CH3:17])([CH3:15])[CH3:16])([C:2]1[CH:3]=[CH:4][CH:5]=[CH:6][CH:7]=1)[C:8]1[CH:9]=[CH:10][CH:11]=[CH:12][CH:13]=1. (2) Given the reactants C([O:3][C:4](=[O:30])[CH2:5][C@H:6]1[C:14]2[C:9](=[CH:10][C:11]([O:15][CH2:16][CH2:17][CH2:18][O:19][C:20]3[CH:21]=[C:22]4[C:26](=[CH:27][CH:28]=3)[N:25]([CH3:29])[CH:24]=[CH:23]4)=[CH:12][CH:13]=2)[CH2:8][CH2:7]1)C.O[Li].O, predict the reaction product. The product is: [CH3:29][N:25]1[C:26]2[C:22](=[CH:21][C:20]([O:19][CH2:18][CH2:17][CH2:16][O:15][C:11]3[CH:10]=[C:9]4[C:14](=[CH:13][CH:12]=3)[C@H:6]([CH2:5][C:4]([OH:30])=[O:3])[CH2:7][CH2:8]4)=[CH:28][CH:27]=2)[CH:23]=[CH:24]1. (3) Given the reactants [CH2:1]([N:8]1[C@@H:13]([CH3:14])[CH2:12][O:11][CH2:10][C:9]1=[O:15])[C:2]1[CH:7]=[CH:6][CH:5]=[CH:4][CH:3]=1.[Li+].CC([N-]C(C)C)C.[CH2:24]=[O:25], predict the reaction product. The product is: [CH2:1]([N:8]1[CH:13]([CH3:14])[CH2:12][O:11][C@@H:10]([CH2:24][OH:25])[C:9]1=[O:15])[C:2]1[CH:3]=[CH:4][CH:5]=[CH:6][CH:7]=1. (4) Given the reactants [F:1][C:2]1[CH:3]=[C:4]2[C:9](=[O:10])[O:8][C:6](=O)[C:5]2=[CH:11][CH:12]=1.[CH2:13]([NH:18][CH2:19][C:20]([O:22][CH2:23][CH3:24])=[O:21])[C:14]([CH3:17])([CH3:16])[CH3:15].C(=O)([O-])[O-].[K+].[K+].C(I)C.C(O)C.[O-]CC.[Na+].Cl, predict the reaction product. The product is: [F:1][C:2]1[CH:3]=[C:4]2[C:5]([C:6]([OH:8])=[C:19]([C:20]([O:22][CH2:23][CH3:24])=[O:21])[N:18]([CH2:13][C:14]([CH3:15])([CH3:16])[CH3:17])[C:9]2=[O:10])=[CH:11][CH:12]=1. (5) Given the reactants [Cl:1][C:2]1[CH:9]=[C:8]([F:10])[CH:7]=[CH:6][C:3]=1[CH2:4]Cl.[CH:11]1([CH2:14][CH2:15][NH:16][C:17]([C:19]2[N:20]=[N:21][C:22]([N:25]3[CH2:30][CH2:29][NH:28][CH2:27][CH2:26]3)=[CH:23][CH:24]=2)=[O:18])[CH2:13][CH2:12]1, predict the reaction product. The product is: [CH:11]1([CH2:14][CH2:15][NH:16][C:17]([C:19]2[N:20]=[N:21][C:22]([N:25]3[CH2:30][CH2:29][N:28]([CH2:4][C:3]4[CH:6]=[CH:7][C:8]([F:10])=[CH:9][C:2]=4[Cl:1])[CH2:27][CH2:26]3)=[CH:23][CH:24]=2)=[O:18])[CH2:13][CH2:12]1. (6) Given the reactants [CH3:1][C:2]1([CH3:21])[C:10]2[C:5](=[CH:6][C:7](B3OC(C)(C)C(C)(C)O3)=[CH:8][CH:9]=2)[NH:4][C:3]1=[O:20].[NH2:22][C:23]1[CH:28]=[CH:27][C:26](Br)=[CH:25][N:24]=1, predict the reaction product. The product is: [NH2:22][C:23]1[N:24]=[CH:25][C:26]([C:7]2[CH:6]=[C:5]3[C:10]([C:2]([CH3:1])([CH3:21])[C:3](=[O:20])[NH:4]3)=[CH:9][CH:8]=2)=[CH:27][CH:28]=1. (7) Given the reactants I[C:2]1[CH:3]=[C:4]([OH:8])[CH:5]=[CH:6][CH:7]=1.C[C@H]1CCC[C@@H](C)N1C1N2C=C(O[C@H]3C4C(=CC=CC=4)[C@@H](NC(=O)[NH:39][C:40]4[N:44](C5C=NN(CCOS(C)(=O)=O)C=5)[N:43]=[C:42]([CH:57](C)C)[CH:41]=4)CC3)C=CC2=NN=1, predict the reaction product. The product is: [NH2:39][C:40]1[N:44]([C:2]2[CH:3]=[C:4]([OH:8])[CH:5]=[CH:6][CH:7]=2)[N:43]=[C:42]([CH3:57])[CH:41]=1.